Dataset: Forward reaction prediction with 1.9M reactions from USPTO patents (1976-2016). Task: Predict the product of the given reaction. Given the reactants [C:1]([O:5][C:6]([NH:8][S:9]([CH:12]1[CH2:14][CH2:13]1)(=[O:11])=[O:10])=[O:7])([CH3:4])([CH3:3])[CH3:2].C([Li])CCC.[CH:20](=[O:27])[C:21]1[CH:26]=[CH:25][CH:24]=[CH:23][CH:22]=1, predict the reaction product. The product is: [C:1]([O:5][C:6]([NH:8][S:9]([C:12]1([CH:20]([OH:27])[C:21]2[CH:26]=[CH:25][CH:24]=[CH:23][CH:22]=2)[CH2:13][CH2:14]1)(=[O:11])=[O:10])=[O:7])([CH3:4])([CH3:2])[CH3:3].